Dataset: Peptide-MHC class II binding affinity with 134,281 pairs from IEDB. Task: Regression. Given a peptide amino acid sequence and an MHC pseudo amino acid sequence, predict their binding affinity value. This is MHC class II binding data. (1) The peptide sequence is HGRQIRMAKLLGRDPE. The MHC is DRB1_0101 with pseudo-sequence DRB1_0101. The binding affinity (normalized) is 0.582. (2) The MHC is DRB1_0901 with pseudo-sequence DRB1_0901. The binding affinity (normalized) is 0.616. The peptide sequence is AFKVAATAANAAPMN. (3) The peptide sequence is SSVCLALTNSMKTSS. The MHC is DRB1_0101 with pseudo-sequence DRB1_0101. The binding affinity (normalized) is 0.428. (4) The MHC is HLA-DQA10501-DQB10301 with pseudo-sequence HLA-DQA10501-DQB10301. The binding affinity (normalized) is 0.403. The peptide sequence is GMKVKNTIAATSFAA. (5) The peptide sequence is LIDVSGITLKQATTA. The MHC is DRB1_0301 with pseudo-sequence DRB1_0301. The binding affinity (normalized) is 0.169. (6) The peptide sequence is KPPFSGMTGCGNTPI. The MHC is DRB1_1302 with pseudo-sequence DRB1_1302. The binding affinity (normalized) is 0.0883. (7) The peptide sequence is GELQIVRKIDAAFKI. The MHC is DRB1_0401 with pseudo-sequence DRB1_0401. The binding affinity (normalized) is 0.578. (8) The binding affinity (normalized) is 0.590. The peptide sequence is TSKLDAAYKLAYKTA. The MHC is DRB1_0101 with pseudo-sequence DRB1_0101.